This data is from Experimentally validated miRNA-target interactions with 360,000+ pairs, plus equal number of negative samples. The task is: Binary Classification. Given a miRNA mature sequence and a target amino acid sequence, predict their likelihood of interaction. The miRNA is mmu-miR-5119 with sequence CAUCUCAUCCUGGGGCUGG. The protein sequence of the target gene is MAVLLKLGVLCSGQGARALLLRSRVVRPAYVSAFLQDQPTQGRCGTQHIHLSPSHHSGSKAASLHWTSERVVSVLLLGLIPAGYLNPCSVVDYSLAAALTLHSHWGLGQVVTDYVHGDTLPKAARAGLLALSALTFAGLCYFNYHDVGICRAVAMLWKL. Result: 0 (no interaction).